This data is from NCI-60 drug combinations with 297,098 pairs across 59 cell lines. The task is: Regression. Given two drug SMILES strings and cell line genomic features, predict the synergy score measuring deviation from expected non-interaction effect. (1) Drug 1: CC(CN1CC(=O)NC(=O)C1)N2CC(=O)NC(=O)C2. Drug 2: COC1=CC(=CC(=C1O)OC)C2C3C(COC3=O)C(C4=CC5=C(C=C24)OCO5)OC6C(C(C7C(O6)COC(O7)C8=CC=CS8)O)O. Cell line: HL-60(TB). Synergy scores: CSS=95.2, Synergy_ZIP=16.4, Synergy_Bliss=15.2, Synergy_Loewe=15.5, Synergy_HSA=18.6. (2) Drug 1: C1=NC2=C(N=C(N=C2N1C3C(C(C(O3)CO)O)O)F)N. Drug 2: CN1C2=C(C=C(C=C2)N(CCCl)CCCl)N=C1CCCC(=O)O.Cl. Cell line: A498. Synergy scores: CSS=3.01, Synergy_ZIP=1.81, Synergy_Bliss=3.53, Synergy_Loewe=-0.798, Synergy_HSA=-0.339. (3) Drug 1: CNC(=O)C1=CC=CC=C1SC2=CC3=C(C=C2)C(=NN3)C=CC4=CC=CC=N4. Drug 2: C1CCN(CC1)CCOC2=CC=C(C=C2)C(=O)C3=C(SC4=C3C=CC(=C4)O)C5=CC=C(C=C5)O. Cell line: CCRF-CEM. Synergy scores: CSS=8.92, Synergy_ZIP=0.173, Synergy_Bliss=6.94, Synergy_Loewe=-0.369, Synergy_HSA=3.38. (4) Drug 1: C1=C(C(=O)NC(=O)N1)N(CCCl)CCCl. Drug 2: CC1C(C(CC(O1)OC2CC(CC3=C2C(=C4C(=C3O)C(=O)C5=C(C4=O)C(=CC=C5)OC)O)(C(=O)CO)O)N)O.Cl. Cell line: TK-10. Synergy scores: CSS=63.6, Synergy_ZIP=8.17, Synergy_Bliss=7.60, Synergy_Loewe=11.6, Synergy_HSA=12.4. (5) Cell line: NCI-H226. Synergy scores: CSS=26.3, Synergy_ZIP=-7.90, Synergy_Bliss=3.83, Synergy_Loewe=2.10, Synergy_HSA=1.91. Drug 2: C1=NC2=C(N=C(N=C2N1C3C(C(C(O3)CO)O)O)F)N. Drug 1: CC12CCC3C(C1CCC2=O)CC(=C)C4=CC(=O)C=CC34C. (6) Cell line: 786-0. Drug 1: C1=CN(C(=O)N=C1N)C2C(C(C(O2)CO)O)O.Cl. Synergy scores: CSS=13.9, Synergy_ZIP=-8.22, Synergy_Bliss=-3.29, Synergy_Loewe=-17.3, Synergy_HSA=-3.77. Drug 2: C1C(C(OC1N2C=NC3=C2NC=NCC3O)CO)O. (7) Drug 1: CC1CC2C3CCC4=CC(=O)C=CC4(C3(C(CC2(C1(C(=O)CO)O)C)O)F)C. Drug 2: C1CC(CCC1OC2=C(C(=CC=C2)Cl)F)(CC3=NC(=CC=C3)NC4=NC=CS4)C(=O)O. Cell line: HT29. Synergy scores: CSS=13.5, Synergy_ZIP=2.62, Synergy_Bliss=7.47, Synergy_Loewe=1.44, Synergy_HSA=5.48.